From a dataset of Full USPTO retrosynthesis dataset with 1.9M reactions from patents (1976-2016). Predict the reactants needed to synthesize the given product. (1) The reactants are: [CH:1]1([CH2:6][CH:7]([N:11]2[C:16](=[O:17])[CH:15]=[C:14]([O:18][C:19]3[CH:24]=[CH:23][CH:22]=[C:21]([C:25]([F:28])([F:27])[F:26])[CH:20]=3)[CH:13]=[N:12]2)[C:8](O)=[O:9])[CH2:5][CH2:4][CH2:3][CH2:2]1.[NH2:29][C:30]1[CH:34]=[CH:33][N:32]([CH2:35][C:36]([CH3:39])([OH:38])[CH3:37])[N:31]=1. Given the product [CH:1]1([CH2:6][CH:7]([N:11]2[C:16](=[O:17])[CH:15]=[C:14]([O:18][C:19]3[CH:24]=[CH:23][CH:22]=[C:21]([C:25]([F:26])([F:27])[F:28])[CH:20]=3)[CH:13]=[N:12]2)[C:8]([NH:29][C:30]2[CH:34]=[CH:33][N:32]([CH2:35][C:36]([OH:38])([CH3:37])[CH3:39])[N:31]=2)=[O:9])[CH2:5][CH2:4][CH2:3][CH2:2]1, predict the reactants needed to synthesize it. (2) Given the product [CH3:45][O:44][C:34]1[C:32]2[N:33]=[C:29]([C:27]3[NH:14][CH:15]=[C:16]([C:18]4[S:19][CH:20]=[CH:21][CH:22]=4)[N:26]=3)[S:30][C:31]=2[C:37]([N:38]2[CH2:39][CH2:40][O:41][CH2:42][CH2:43]2)=[CH:36][CH:35]=1, predict the reactants needed to synthesize it. The reactants are: C(N1C=CN=C1)(N1C=CN=C1)=O.Cl.[NH2:14][CH2:15][C:16]([C:18]1[S:19][CH:20]=[CH:21][CH:22]=1)=O.O=C(C1SC=CC=1)C[NH:26][C:27]([C:29]1[S:30][C:31]2[C:37]([N:38]3[CH2:43][CH2:42][O:41][CH2:40][CH2:39]3)=[CH:36][CH:35]=[C:34]([O:44][CH3:45])[C:32]=2[N:33]=1)=O.FC(F)(F)C([O-])=O.[NH4+].